This data is from Forward reaction prediction with 1.9M reactions from USPTO patents (1976-2016). The task is: Predict the product of the given reaction. (1) Given the reactants Cl[C:2]1[N:7]=[C:6]([C:8]2[S:12][C:11]([N:13]3[CH2:18][CH2:17][O:16][CH2:15][CH2:14]3)=[N:10][C:9]=2[C:19]2[C:20]([F:37])=[C:21]([NH:25][S:26]([C:29]3[CH:34]=[C:33]([F:35])[CH:32]=[CH:31][C:30]=3[F:36])(=[O:28])=[O:27])[CH:22]=[CH:23][CH:24]=2)[CH:5]=[CH:4][N:3]=1.[CH:38]([NH2:41])([CH3:40])[CH3:39], predict the reaction product. The product is: [F:36][C:30]1[CH:31]=[CH:32][C:33]([F:35])=[CH:34][C:29]=1[S:26]([NH:25][C:21]1[CH:22]=[CH:23][CH:24]=[C:19]([C:9]2[N:10]=[C:11]([N:13]3[CH2:18][CH2:17][O:16][CH2:15][CH2:14]3)[S:12][C:8]=2[C:6]2[CH:5]=[CH:4][N:3]=[C:2]([NH:41][CH:38]([CH3:40])[CH3:39])[N:7]=2)[C:20]=1[F:37])(=[O:28])=[O:27]. (2) Given the reactants [OH:1][CH:2]1[CH2:7][CH2:6][N:5]([C:8]([N:10]2[CH2:15][CH:14]([C:16]3[CH:21]=[CH:20][C:19]([O:22][C:23]([F:26])([F:25])[F:24])=[CH:18][CH:17]=3)[CH2:13][CH:12]([C:27](O)=[O:28])[CH2:11]2)=[O:9])[CH2:4][CH2:3]1.[Cl:30][C:31]1[CH:32]=[C:33]([C:37](=[NH:40])[NH:38]O)[CH:34]=[CH:35][CH:36]=1, predict the reaction product. The product is: [Cl:30][C:31]1[CH:32]=[C:33]([C:37]2[N:40]=[C:27]([CH:12]3[CH2:13][CH:14]([C:16]4[CH:21]=[CH:20][C:19]([O:22][C:23]([F:24])([F:25])[F:26])=[CH:18][CH:17]=4)[CH2:15][N:10]([C:8]([N:5]4[CH2:6][CH2:7][CH:2]([OH:1])[CH2:3][CH2:4]4)=[O:9])[CH2:11]3)[O:28][N:38]=2)[CH:34]=[CH:35][CH:36]=1. (3) Given the reactants [ClH:1].[CH3:2][S:3]([N:6]1[CH2:11][CH2:10][N:9](C(OC(C)(C)C)=O)[CH2:8][CH2:7]1)(=[O:5])=[O:4], predict the reaction product. The product is: [Cl-:1].[CH3:2][S:3]([N:6]1[CH2:11][CH2:10][NH2+:9][CH2:8][CH2:7]1)(=[O:5])=[O:4]. (4) Given the reactants CS(C)=O.[C:5](=[O:8])([O-])[O-].[K+].[K+].Cl[C:12]1[CH:17]=[CH:16][C:15]([C:18]([F:21])([F:20])[F:19])=[CH:14][N:13]=1, predict the reaction product. The product is: [F:19][C:18]([F:21])([F:20])[C:15]1[CH:16]=[CH:17][C:12]([N:13]2[CH2:12][CH2:17][C@@H:5]([OH:8])[CH2:14]2)=[N:13][CH:14]=1. (5) Given the reactants [NH2:1][C:2]1[N:3]=[CH:4][C:5]2[S:10][C:9](=[O:11])[N:8]([CH:12]3[O:20][CH:19]4[CH:14]([O:15][Si](C(C)(C)C)(C(C)(C)C)[O:17][CH2:18]4)[CH:13]3[O:29][C:30](=[O:32])[CH3:31])[C:6]=2[N:7]=1.N1C=CC=CC=1, predict the reaction product. The product is: [NH2:1][C:2]1[N:3]=[CH:4][C:5]2[S:10][C:9](=[O:11])[N:8]([CH:12]3[CH:13]([O:29][C:30](=[O:32])[CH3:31])[CH:14]([OH:15])[CH:19]([CH2:18][OH:17])[O:20]3)[C:6]=2[N:7]=1. (6) Given the reactants [CH3:1][S:2]([C:5]1[CH:10]=[CH:9][C:8]([C:11](=[O:13])[CH3:12])=[CH:7][CH:6]=1)(=[O:4])=[O:3].[CH3:14][N:15]([CH:17](OC)OC)[CH3:16], predict the reaction product. The product is: [CH3:14][N:15]([CH3:17])/[CH:16]=[CH:12]/[C:11]([C:8]1[CH:9]=[CH:10][C:5]([S:2]([CH3:1])(=[O:3])=[O:4])=[CH:6][CH:7]=1)=[O:13]. (7) Given the reactants [CH2:1]([O:3][C:4](=[O:9])[CH2:5][N+:6]([O-:8])=O)[CH3:2].[C:10]([C:12]1[CH:17]=[CH:16][CH:15]=[CH:14][CH:13]=1)#[CH:11].C1(N=C=O)C=CC=CC=1, predict the reaction product. The product is: [CH2:1]([O:3][C:4]([C:5]1[CH:11]=[C:10]([C:12]2[CH:17]=[CH:16][CH:15]=[CH:14][CH:13]=2)[O:8][N:6]=1)=[O:9])[CH3:2].